This data is from Forward reaction prediction with 1.9M reactions from USPTO patents (1976-2016). The task is: Predict the product of the given reaction. Given the reactants [C:1]([O:5][C:6]([N:8]([C:16]1[C:21]([C:22]2[O:23][C:24]([C:27]3[CH:32]=[CH:31][CH:30]=[CH:29][CH:28]=3)=[N:25][N:26]=2)=[N:20][C:19](Br)=[CH:18][N:17]=1)[C:9](=[O:15])[O:10][C:11]([CH3:14])([CH3:13])[CH3:12])=[O:7])([CH3:4])([CH3:3])[CH3:2].[CH3:34][S:35]([CH2:38][CH2:39][N:40]1[CH2:45][CH2:44][NH:43][CH2:42][CH2:41]1)(=[O:37])=[O:36], predict the reaction product. The product is: [O:5]([C:6]([N:8]([C:16]1[C:21]([C:22]2[O:23][C:24]([C:27]3[CH:32]=[CH:31][CH:30]=[CH:29][CH:28]=3)=[N:25][N:26]=2)=[N:20][C:19]([N:43]2[CH2:42][CH2:41][N:40]([CH2:39][CH2:38][S:35]([CH3:34])(=[O:36])=[O:37])[CH2:45][CH2:44]2)=[CH:18][N:17]=1)[C:9](=[O:15])[O:10][C:11]([CH3:14])([CH3:13])[CH3:12])=[O:7])[C:1]([CH3:4])([CH3:3])[CH3:2].